This data is from Peptide-MHC class II binding affinity with 134,281 pairs from IEDB. The task is: Regression. Given a peptide amino acid sequence and an MHC pseudo amino acid sequence, predict their binding affinity value. This is MHC class II binding data. The peptide sequence is WQLYMFGETLSRAII. The MHC is DRB3_0101 with pseudo-sequence DRB3_0101. The binding affinity (normalized) is 0.216.